Dataset: Reaction yield outcomes from USPTO patents with 853,638 reactions. Task: Predict the reaction yield, written as a fraction of the theoretical maximum amount of product (1.0 means a 100% yield; for example, 0.34 means a 34% yield). (1) The reactants are [F:1][C:2]([F:29])([F:28])[C:3]1[CH:4]=[C:5]([CH:21]=[C:22]([C:24]([F:27])([F:26])[F:25])[CH:23]=1)[CH2:6][N:7]1[C:11]([C:12]2[CH:13]=[N:14][CH:15]=[CH:16][CH:17]=2)=[C:10]([C:18](O)=[O:19])[N:9]=[N:8]1.CCN=C=NCCCN(C)C.[Cl:41][C:42]1[CH:47]=[CH:46][CH:45]=[CH:44][C:43]=1[CH:48]1[CH2:52][CH2:51][CH2:50][NH:49]1. The catalyst is C(Cl)Cl.CN(C1C=CN=CC=1)C. The product is [F:27][C:24]([F:25])([F:26])[C:22]1[CH:21]=[C:5]([CH:4]=[C:3]([C:2]([F:1])([F:29])[F:28])[CH:23]=1)[CH2:6][N:7]1[C:11]([C:12]2[CH:13]=[N:14][CH:15]=[CH:16][CH:17]=2)=[C:10]([C:18]([N:49]2[CH2:50][CH2:51][CH2:52][CH:48]2[C:43]2[CH:44]=[CH:45][CH:46]=[CH:47][C:42]=2[Cl:41])=[O:19])[N:9]=[N:8]1. The yield is 0.650. (2) The reactants are [C:1]1([C:7]2[CH:8]=[C:9]([C:22]([NH2:24])=[O:23])[C:10]3[CH:11]=[N:12][N:13]([CH:16]4[CH2:21][CH2:20][CH2:19][NH:18][CH2:17]4)[C:14]=3[CH:15]=2)[CH:6]=[CH:5][CH:4]=[CH:3][CH:2]=1.C(N(CC)CC)C.[C:32](Cl)(=[O:39])[C:33]1[CH:38]=[CH:37][CH:36]=[CH:35][CH:34]=1. The catalyst is CN(C1C=CN=CC=1)C. The product is [C:1]1([C:7]2[CH:8]=[C:9]([C:22]([NH2:24])=[O:23])[C:10]3[CH:11]=[N:12][N:13]([CH:16]4[CH2:21][CH2:20][CH2:19][N:18]([C:32]([C:33]5[CH:38]=[CH:37][CH:36]=[CH:35][CH:34]=5)=[O:39])[CH2:17]4)[C:14]=3[CH:15]=2)[CH:2]=[CH:3][CH:4]=[CH:5][CH:6]=1. The yield is 0.280.